From a dataset of Forward reaction prediction with 1.9M reactions from USPTO patents (1976-2016). Predict the product of the given reaction. (1) Given the reactants [Cl:1]N1C(=O)CCC1=O.[Br:9][C:10]1[CH:11]=[C:12]([C:21]([OH:23])=[O:22])[S:13][C:14]=1[C:15]1[N:19]([CH3:20])[N:18]=[CH:17][CH:16]=1, predict the reaction product. The product is: [Br:9][C:10]1[CH:11]=[C:12]([C:21]([OH:23])=[O:22])[S:13][C:14]=1[C:15]1[N:19]([CH3:20])[N:18]=[CH:17][C:16]=1[Cl:1]. (2) Given the reactants [NH2:1][C:2]1[CH:7]=[CH:6][C:5]([OH:8])=[CH:4][C:3]=1[F:9].[CH3:10][O:11][C:12](=[O:22])[C:13]1[CH:18]=[CH:17][C:16]([CH:19]=O)=[CH:15][C:14]=1[CH3:21].C(O[BH-](OC(=O)C)OC(=O)C)(=O)C.[Na+], predict the reaction product. The product is: [CH3:10][O:11][C:12](=[O:22])[C:13]1[CH:18]=[CH:17][C:16]([CH2:19][NH:1][C:2]2[CH:7]=[CH:6][C:5]([OH:8])=[CH:4][C:3]=2[F:9])=[CH:15][C:14]=1[CH3:21]. (3) Given the reactants Br[C:2]1[CH:7]=[CH:6][C:5]([CH3:8])=[CH:4][N:3]=1.[Li]CCCC.[CH2:14]([Sn:18]([CH2:24][CH2:25][CH2:26][CH3:27])([CH2:20][CH2:21][CH2:22][CH3:23])Cl)[CH2:15][CH2:16][CH3:17].[NH4+].[Cl-], predict the reaction product. The product is: [CH3:8][C:5]1[CH:6]=[CH:7][C:2]([Sn:18]([CH2:20][CH2:21][CH2:22][CH3:23])([CH2:24][CH2:25][CH2:26][CH3:27])[CH2:14][CH2:15][CH2:16][CH3:17])=[N:3][CH:4]=1. (4) Given the reactants [F:1][C:2]([F:34])([F:33])[C:3]1[CH:4]=[C:5]([CH:26]=[C:27]([C:29]([F:32])([F:31])[F:30])[CH:28]=1)[C:6]([N:8]1[CH2:25][CH2:24][C:11]2([N:15]([C:16]3[CH:21]=[CH:20][CH:19]=[CH:18][C:17]=3[Cl:22])[CH2:14][NH:13][C:12]2=[O:23])[CH2:10][CH2:9]1)=[O:7].Cl.Cl[CH2:37][CH2:38][N:39]([CH3:41])[CH3:40], predict the reaction product. The product is: [F:32][C:29]([F:31])([F:30])[C:27]1[CH:26]=[C:5]([CH:4]=[C:3]([C:2]([F:1])([F:33])[F:34])[CH:28]=1)[C:6]([N:8]1[CH2:9][CH2:10][C:11]2([N:15]([C:16]3[CH:21]=[CH:20][CH:19]=[CH:18][C:17]=3[Cl:22])[CH2:14][N:13]([CH2:37][CH2:38][N:39]([CH3:41])[CH3:40])[C:12]2=[O:23])[CH2:24][CH2:25]1)=[O:7].